Dataset: Forward reaction prediction with 1.9M reactions from USPTO patents (1976-2016). Task: Predict the product of the given reaction. (1) Given the reactants [Cl:1][C:2]1[C:7]([Cl:8])=[CH:6][CH:5]=[CH:4][C:3]=1[SH:9].[OH-].[K+].I[C:13]1[CH:21]=[CH:20][CH:19]=[CH:18][C:14]=1[C:15]([OH:17])=[O:16], predict the reaction product. The product is: [Cl:1][C:2]1[C:7]([Cl:8])=[CH:6][CH:5]=[CH:4][C:3]=1[S:9][C:13]1[CH:21]=[CH:20][CH:19]=[CH:18][C:14]=1[C:15]([OH:17])=[O:16]. (2) Given the reactants Cl[C:2]1[C:11]2[C:6](=[C:7]([O:14][CH3:15])[C:8]([O:12][CH3:13])=[CH:9][CH:10]=2)[N:5]=[CH:4][N:3]=1.Cl.[NH2:17][CH:18]1[CH2:22][O:21][CH2:20][CH:19]1[OH:23].CCN(C(C)C)C(C)C, predict the reaction product. The product is: [CH3:13][O:12][C:8]1[C:7]([O:14][CH3:15])=[C:6]2[C:11]([C:2]([NH:17][C@@H:18]3[CH2:22][O:21][CH2:20][C@H:19]3[OH:23])=[N:3][CH:4]=[N:5]2)=[CH:10][CH:9]=1. (3) Given the reactants C(O)(C(F)(F)F)=O.[CH3:8][O:9][C:10]1[CH:15]=[CH:14][C:13]([N:16]2[CH2:32][CH2:31][C:19]3([CH2:23][N:22](C(OC(C)(C)C)=O)[CH2:21][CH2:20]3)[CH2:18][CH2:17]2)=[CH:12][CH:11]=1, predict the reaction product. The product is: [CH3:8][O:9][C:10]1[CH:15]=[CH:14][C:13]([N:16]2[CH2:17][CH2:18][C:19]3([CH2:23][NH:22][CH2:21][CH2:20]3)[CH2:31][CH2:32]2)=[CH:12][CH:11]=1. (4) Given the reactants [Cl:1][C:2]1[CH:3]=[C:4]([CH:8]=[CH:9][C:10]=1[C:11]([N:13]1[CH2:17][CH:16]=[CH:15][CH2:14]1)=[O:12])[C:5]([OH:7])=O.CN(C(ON1N=NC2C=CC=CC1=2)=[N+](C)C)C.[B-](F)(F)(F)F.C(N(C(C)C)CC)(C)C.[Cl:49][C:50]1[CH:68]=[CH:67][C:53]2[NH:54][C:55]([C@@H:57]([NH2:66])[CH2:58][O:59][C:60]([O:62][CH:63]([CH3:65])[CH3:64])=[O:61])=[N:56][C:52]=2[CH:51]=1.ClCl, predict the reaction product. The product is: [Cl:1][C:2]1[CH:3]=[C:4]([CH:8]=[CH:9][C:10]=1[C:11]([N:13]1[CH2:17][CH:16]=[CH:15][CH2:14]1)=[O:12])[C:5]([NH:66][C@H:57]([C:55]1[NH:54][C:53]2[CH:67]=[CH:68][C:50]([Cl:49])=[CH:51][C:52]=2[N:56]=1)[CH2:58][O:59][C:60]([O:62][CH:63]([CH3:65])[CH3:64])=[O:61])=[O:7]. (5) Given the reactants [N+:1]([C:4]1[CH:5]=[C:6]([S:10](Cl)(=[O:12])=[O:11])[CH:7]=[CH:8][CH:9]=1)([O-:3])=[O:2].[CH2:14]1[C:19]2[NH:20][C:21]3[C:26]([C:18]=2[CH2:17][CH:16]([C:27]([NH2:29])=[O:28])[NH:15]1)=[CH:25][CH:24]=[CH:23][CH:22]=3.C(N(CC)CC)C.O, predict the reaction product. The product is: [N+:1]([C:4]1[CH:5]=[C:6]([S:10]([N:15]2[CH:16]([C:27]([NH2:29])=[O:28])[CH2:17][C:18]3[C:26]4[C:21](=[CH:22][CH:23]=[CH:24][CH:25]=4)[NH:20][C:19]=3[CH2:14]2)(=[O:12])=[O:11])[CH:7]=[CH:8][CH:9]=1)([O-:3])=[O:2]. (6) Given the reactants [CH2:1]([C:3]1[CH:18]=[CH:17][C:6]([CH2:7][N:8]2[C:16]3[C:11](=[CH:12][CH:13]=[CH:14][CH:15]=3)[CH:10]=[CH:9]2)=[CH:5][CH:4]=1)[CH3:2].[Br:19]Br.S(OS(O)=O)(O)=O.[Na], predict the reaction product. The product is: [Br:19][C:10]1[C:11]2[C:16](=[CH:15][CH:14]=[CH:13][CH:12]=2)[N:8]([CH2:7][C:6]2[CH:17]=[CH:18][C:3]([CH2:1][CH3:2])=[CH:4][CH:5]=2)[CH:9]=1. (7) The product is: [OH:2][C:3]1[CH:12]=[C:11]([O:13][CH3:14])[CH:10]=[C:9](/[CH:15]=[CH:16]/[C:17]2[CH:18]=[CH:19][CH:20]=[CH:21][CH:22]=2)[C:4]=1[C:5]([O:7][CH3:8])=[O:6]. Given the reactants C[O:2][C:3]1[CH:12]=[C:11]([O:13][CH3:14])[CH:10]=[C:9](/[CH:15]=[CH:16]/[C:17]2[CH:22]=[CH:21][CH:20]=[CH:19][CH:18]=2)[C:4]=1[C:5]([O:7][CH3:8])=[O:6].B(Br)(Br)Br, predict the reaction product.